Predict the reactants needed to synthesize the given product. From a dataset of Full USPTO retrosynthesis dataset with 1.9M reactions from patents (1976-2016). (1) The reactants are: [C:1]([O:5][C:6]([N:8]1[CH2:13][CH2:12][CH:11]([CH2:14][CH2:15][N:16]([C:29]2[CH:34]=[CH:33][C:32]([S:35][CH3:36])=[CH:31][CH:30]=2)S(C2C=CC=CC=2[N+]([O-])=O)(=O)=O)[CH2:10][CH2:9]1)=[O:7])([CH3:4])([CH3:3])[CH3:2].C(=O)([O-])[O-].[Cs+].[Cs+].C1(S)C=CC=CC=1. Given the product [C:1]([O:5][C:6]([N:8]1[CH2:9][CH2:10][CH:11]([CH2:14][CH2:15][NH:16][C:29]2[CH:30]=[CH:31][C:32]([S:35][CH3:36])=[CH:33][CH:34]=2)[CH2:12][CH2:13]1)=[O:7])([CH3:3])([CH3:4])[CH3:2], predict the reactants needed to synthesize it. (2) Given the product [CH2:20]([O:24][C:25]1[CH:26]=[CH:27][C:28]([SH:31])=[CH:29][CH:30]=1)[C:21]#[C:22][CH3:23], predict the reactants needed to synthesize it. The reactants are: C1(P(C2C=CC=CC=2)C2C=CC=CC=2)C=CC=CC=1.[CH2:20]([O:24][C:25]1[CH:30]=[CH:29][C:28]([S:31](Cl)(=O)=O)=[CH:27][CH:26]=1)[C:21]#[C:22][CH3:23].Cl.